Dataset: Full USPTO retrosynthesis dataset with 1.9M reactions from patents (1976-2016). Task: Predict the reactants needed to synthesize the given product. Given the product [Cl:44][C:30]1[CH:29]=[C:28]([Sn:6]([CH2:7][CH2:8][CH2:9][CH3:10])([CH2:11][CH2:12][CH2:13][CH3:14])[CH2:15][CH2:16][CH2:17][CH3:18])[CH:43]=[CH:42][C:31]=1[C:32]([O:34][N:35]1[C:36](=[O:41])[CH2:37][CH2:38][C:39]1=[O:40])=[O:33], predict the reactants needed to synthesize it. The reactants are: [CH2:15]([Sn:6]([CH2:7][CH2:8][CH2:9][CH3:10])([CH2:11][CH2:12][CH2:13][CH3:14])[Sn:6]([CH2:15][CH2:16][CH2:17][CH3:18])([CH2:11][CH2:12][CH2:13][CH3:14])[CH2:7][CH2:8][CH2:9][CH3:10])[CH2:16][CH2:17][CH3:18].Br[C:28]1[CH:43]=[CH:42][C:31]([C:32]([O:34][N:35]2[C:39](=[O:40])[CH2:38][CH2:37][C:36]2=[O:41])=[O:33])=[C:30]([Cl:44])[CH:29]=1.